From a dataset of Reaction yield outcomes from USPTO patents with 853,638 reactions. Predict the reaction yield, written as a fraction of the theoretical maximum amount of product (1.0 means a 100% yield; for example, 0.34 means a 34% yield). (1) The reactants are [ClH:1].C(OC([N:9]1[CH2:14][CH2:13][CH:12]([N:15]2[CH2:19][CH2:18][C@H:17]([O:20][C:21]3[CH:22]=[CH:23][C:24]([C:27]([O:29][CH3:30])=[O:28])=[N:25][CH:26]=3)[C:16]2=[O:31])[CH2:11][CH2:10]1)=O)(C)(C)C. The catalyst is CO. The product is [ClH:1].[O:31]=[C:16]1[C@@H:17]([O:20][C:21]2[CH:22]=[CH:23][C:24]([C:27]([O:29][CH3:30])=[O:28])=[N:25][CH:26]=2)[CH2:18][CH2:19][N:15]1[CH:12]1[CH2:13][CH2:14][NH:9][CH2:10][CH2:11]1. The yield is 0.980. (2) The reactants are [CH3:1][CH2:2][O:3][C:4]([C:6]1[N:7]([C:17]([O:19][C:20]([CH3:23])([CH3:22])[CH3:21])=[O:18])[C:8]2[C:13]([CH:14]=1)=[CH:12][C:11]([Cl:15])=[CH:10][C:9]=2[CH3:16])=[O:5].[Br:24]N1C(=O)CCC1=O.C(OOC(=O)C1C=CC=CC=1)(=O)C1C=CC=CC=1. The catalyst is C(Cl)(Cl)(Cl)Cl. The product is [CH3:1][CH2:2][O:3][C:4]([C:6]1[N:7]([C:17]([O:19][C:20]([CH3:22])([CH3:21])[CH3:23])=[O:18])[C:8]2[C:13]([CH:14]=1)=[CH:12][C:11]([Cl:15])=[CH:10][C:9]=2[CH2:16][Br:24])=[O:5]. The yield is 0.950. (3) The reactants are Cl[CH2:2][CH2:3][CH2:4][CH2:5][N:6]1[C:14]2[CH2:13][CH2:12][CH2:11][C:10](=[O:15])[C:9]=2[CH:8]=[CH:7]1.OC(C)(C)CC(=O)C.[I-].[Na+].[F:26][C:27]([F:41])([F:40])[C:28]1[CH:29]=[C:30]([N:34]2[CH2:39][CH2:38][NH:37][CH2:36][CH2:35]2)[CH:31]=[CH:32][CH:33]=1.C(=O)([O-])[O-].[K+].[K+]. The catalyst is C(#N)C.ClCCl.C(OCC)(=O)C.ClCCl. The product is [F:41][C:27]([F:26])([F:40])[C:28]1[CH:29]=[C:30]([N:34]2[CH2:39][CH2:38][N:37]([CH2:2][CH2:3][CH2:4][CH2:5][N:6]3[C:14]4[CH2:13][CH2:12][CH2:11][C:10](=[O:15])[C:9]=4[CH:8]=[CH:7]3)[CH2:36][CH2:35]2)[CH:31]=[CH:32][CH:33]=1. The yield is 0.915. (4) The reactants are [OH:1][C:2]1[CH:7]=[CH:6][C:5]([C:8]2([C:14]#[N:15])[CH2:13][CH2:12][O:11][CH2:10][CH2:9]2)=[CH:4][CH:3]=1.[H-].[Na+].[CH:18]([N:21]1[CH2:26][CH2:25][CH:24](OS(C)(=O)=O)[CH2:23][CH2:22]1)([CH3:20])[CH3:19]. The catalyst is CN(C=O)C.CC(OC)(C)C.O.[OH-].[Na+]. The product is [CH:18]([N:21]1[CH2:26][CH2:25][CH:24]([O:1][C:2]2[CH:7]=[CH:6][C:5]([C:8]3([C:14]#[N:15])[CH2:13][CH2:12][O:11][CH2:10][CH2:9]3)=[CH:4][CH:3]=2)[CH2:23][CH2:22]1)([CH3:20])[CH3:19]. The yield is 0.190. (5) The reactants are [C:1]([CH2:9][CH2:10][C:11]([OH:13])=O)(=[O:8])[C:2]1[CH:7]=[CH:6][CH:5]=[CH:4][CH:3]=1.C(N(CC)CC)C.CC(C)(C)C(Cl)=O.[CH3:28][NH:29][O:30][CH3:31].Cl. The catalyst is ClCCl.O. The product is [CH3:31][O:30][N:29]([CH3:28])[C:11]([CH2:10][CH2:9][C:1]([C:2]1[CH:3]=[CH:4][CH:5]=[CH:6][CH:7]=1)=[O:8])=[O:13]. The yield is 0.350. (6) The catalyst is ClCCl.C([O-])(O)=O.[Na+]. The product is [NH2:7][CH2:8][CH2:9][C:10]1[CH:15]=[CH:14][C:13]([O:16][C:17]2[CH:22]=[CH:21][C:20]([C:23]([F:26])([F:24])[F:25])=[CH:19][N:18]=2)=[C:12]([CH:11]=1)[C:27]#[N:28]. The yield is 0.920. The reactants are C(OC(=O)[NH:7][CH2:8][CH2:9][C:10]1[CH:15]=[CH:14][C:13]([O:16][C:17]2[CH:22]=[CH:21][C:20]([C:23]([F:26])([F:25])[F:24])=[CH:19][N:18]=2)=[C:12]([C:27]#[N:28])[CH:11]=1)(C)(C)C.C(O)(C(F)(F)F)=O. (7) The reactants are C([Li])CCC.[C:6]([NH:10][C:11](=[O:13])[OH:12])([CH3:9])([CH3:8])[CH3:7].Cl[CH2:15][CH2:16][CH2:17][S:18]([NH2:21])(=[O:20])=[O:19]. The catalyst is C1COCC1. The product is [C:6]([NH:10][C:11](=[O:12])[OH:13])([CH3:9])([CH3:8])[CH3:7].[CH:17]1([S:18]([NH2:21])(=[O:20])=[O:19])[CH2:15][CH2:16]1. The yield is 1.00. (8) The reactants are [F:1][C:2]1[C:7]([OH:8])=[CH:6][N:5]=[C:4]2[N:9]([Si](C(C)C)(C(C)C)C(C)C)[CH:10]=[CH:11][C:3]=12.[F-].C([N+](CCCC)(CCCC)CCCC)CCC.[Cl-].[NH4+]. The catalyst is C1COCC1. The product is [F:1][C:2]1[C:7]([OH:8])=[CH:6][N:5]=[C:4]2[NH:9][CH:10]=[CH:11][C:3]=12. The yield is 0.590. (9) The reactants are [N+:1]([C:4]1[CH:5]=[C:6]([CH:12]=[CH:13][CH:14]=1)[O:7][CH2:8][C:9]([OH:11])=[O:10])([O-])=O. The catalyst is CO. The product is [NH2:1][C:4]1[CH:5]=[C:6]([CH:12]=[CH:13][CH:14]=1)[O:7][CH2:8][C:9]([OH:11])=[O:10]. The yield is 0.760. (10) The reactants are [CH3:1][O:2][C:3]([C@@H:5]1[CH2:9][C@@H:8]([OH:10])[CH2:7][N:6]1[C:11]([O:13][CH2:14][C:15]1[CH:20]=[CH:19][CH:18]=[CH:17][CH:16]=1)=[O:12])=[O:4].CCN(C(C)C)C(C)C.[Si:30](Cl)([CH3:33])([CH3:32])[CH3:31].CCOC(C)=O. The catalyst is C1COCC1. The product is [CH3:1][O:2][C:3]([C@@H:5]1[CH2:9][C@@H:8]([O:10][Si:30]([CH3:33])([CH3:32])[CH3:31])[CH2:7][N:6]1[C:11]([O:13][CH2:14][C:15]1[CH:20]=[CH:19][CH:18]=[CH:17][CH:16]=1)=[O:12])=[O:4]. The yield is 0.970.